Dataset: Full USPTO retrosynthesis dataset with 1.9M reactions from patents (1976-2016). Task: Predict the reactants needed to synthesize the given product. (1) The reactants are: [NH2:1][C:2]1[C:3]([NH:8][C:9](=[O:21])[C:10]([O:13][C:14]2[CH:19]=[CH:18][CH:17]=[C:16]([Cl:20])[N:15]=2)([CH3:12])[CH3:11])=[N:4][CH:5]=[CH:6][CH:7]=1.N1C=CC=CC=1.[CH3:28][S:29](Cl)(=[O:31])=[O:30]. Given the product [Cl:20][C:16]1[N:15]=[C:14]([O:13][C:10]([CH3:12])([CH3:11])[C:9]([NH:8][C:3]2[C:2]([NH:1][S:29]([CH3:28])(=[O:31])=[O:30])=[CH:7][CH:6]=[CH:5][N:4]=2)=[O:21])[CH:19]=[CH:18][CH:17]=1, predict the reactants needed to synthesize it. (2) Given the product [CH3:28][Si:29]([C:32]#[C:33][C:2]1[N:7]=[CH:6][C:5]([CH2:8][NH:9][C:10]([C:12]2[C:13]3[CH:14]=[N:15][N:16]([C:21]4[CH:26]=[CH:25][C:24]([F:27])=[CH:23][CH:22]=4)[C:17]=3[CH:18]=[CH:19][CH:20]=2)=[O:11])=[CH:4][CH:3]=1)([CH3:31])[CH3:30], predict the reactants needed to synthesize it. The reactants are: Br[C:2]1[N:7]=[CH:6][C:5]([CH2:8][NH:9][C:10]([C:12]2[C:13]3[CH:14]=[N:15][N:16]([C:21]4[CH:26]=[CH:25][C:24]([F:27])=[CH:23][CH:22]=4)[C:17]=3[CH:18]=[CH:19][CH:20]=2)=[O:11])=[CH:4][CH:3]=1.[CH3:28][Si:29]([C:32]#[CH:33])([CH3:31])[CH3:30].C(N(CC)CC)C.CN(C=O)C.